Predict hERG channel inhibition at various concentrations. From a dataset of hERG Central: cardiac toxicity at 1µM, 10µM, and general inhibition. (1) The compound is CCN(CC(=O)Nc1c(F)cccc1F)C(=O)Cc1c(C)nc2ccccc2c1C. Results: hERG_inhib (hERG inhibition (general)): blocker. (2) The molecule is CC(=O)N1CCN(c2ccccc2NC(=O)Cc2ccc(Cl)cc2)CC1. Results: hERG_inhib (hERG inhibition (general)): blocker. (3) The compound is CC(C)(C)c1ccc(OCCCNC2CCCC2)cc1.O=C(O)C(=O)O. Results: hERG_inhib (hERG inhibition (general)): blocker. (4) The compound is Cc1cc(C)cc(NC(=S)NC2CC3CCCC(C2)N3C2CC2)c1. Results: hERG_inhib (hERG inhibition (general)): blocker. (5) The molecule is Cl.OC(COC(c1ccc(Cl)cc1)c1ccc(Cl)cc1)CN1CCc2ccccc2C1. Results: hERG_inhib (hERG inhibition (general)): blocker. (6) The compound is Cl.O=C(CCCN1CCc2[nH]c3ccc(F)cc3c2C1)c1ccc(F)cc1. Results: hERG_inhib (hERG inhibition (general)): blocker. (7) The molecule is CCCS(=O)(=O)c1c(S(=O)(=O)CCC)c2cc(-c3ccncc3)ccn2c1C(=O)OC. Results: hERG_inhib (hERG inhibition (general)): blocker. (8) The drug is COc1ccccc1-c1nn(-c2ccccc2)cc1C(=O)NCC(c1ccco1)N1CCCC1. Results: hERG_inhib (hERG inhibition (general)): blocker.